This data is from Retrosynthesis with 50K atom-mapped reactions and 10 reaction types from USPTO. The task is: Predict the reactants needed to synthesize the given product. Given the product COC(=O)C1CCc2c(cnn2-c2ccc(F)cc2)N1C(=O)Cn1nc(C(F)(F)F)c(Cl)c1C, predict the reactants needed to synthesize it. The reactants are: COC(=O)C1CCc2c(cnn2-c2ccc(F)cc2)N1.Cc1c(Cl)c(C(F)(F)F)nn1CC(=O)O.